From a dataset of Reaction yield outcomes from USPTO patents with 853,638 reactions. Predict the reaction yield, written as a fraction of the theoretical maximum amount of product (1.0 means a 100% yield; for example, 0.34 means a 34% yield). (1) The reactants are C(NC(C)C)(C)C.[Li]CCCC.[F:13][C:14]([F:37])([F:36])[O:15][C:16]1[CH:17]=[C:18]([CH:22]([C:25]2[CH:30]=[CH:29][CH:28]=[C:27]([O:31][C:32]([F:35])([F:34])[F:33])[CH:26]=2)[C:23]#[N:24])[CH:19]=[CH:20][CH:21]=1.[CH2:38](Br)[C:39]1[CH:44]=[CH:43][CH:42]=[CH:41][CH:40]=1. The catalyst is C1COCC1. The product is [C:39]1([CH2:38][C:22]([C:25]2[CH:30]=[CH:29][CH:28]=[C:27]([O:31][C:32]([F:35])([F:34])[F:33])[CH:26]=2)([C:18]2[CH:19]=[CH:20][CH:21]=[C:16]([O:15][C:14]([F:36])([F:37])[F:13])[CH:17]=2)[C:23]#[N:24])[CH:44]=[CH:43][CH:42]=[CH:41][CH:40]=1. The yield is 0.980. (2) The reactants are [CH3:1][C@H:2]1[CH2:7][NH:6][CH2:5][C@@H:4]([CH3:8])[NH:3]1.[Cl:9][C:10]1[CH:20]=[CH:19][C:13]([O:14][CH2:15][C:16](Cl)=[O:17])=[CH:12][CH:11]=1.C(N(CC)CC)C. The catalyst is CO.CCOCC. The product is [Cl:9][C:10]1[CH:20]=[CH:19][C:13]([O:14][CH2:15][C:16]([N:6]2[CH2:5][C@H:4]([CH3:8])[NH:3][C@H:2]([CH3:1])[CH2:7]2)=[O:17])=[CH:12][CH:11]=1. The yield is 0.800.